Dataset: Catalyst prediction with 721,799 reactions and 888 catalyst types from USPTO. Task: Predict which catalyst facilitates the given reaction. (1) Reactant: [Cl:1][C:2]1[CH:7]=[CH:6][C:5]([N:8]2[CH:12]=[CH:11][C:10](/[CH:13]=[N:14]/[S@@:15]([C:17]([CH3:20])([CH3:19])[CH3:18])=[O:16])=[N:9]2)=[CH:4][CH:3]=1.[CH3:21][Mg]Br. Product: [Cl:1][C:2]1[CH:7]=[CH:6][C:5]([N:8]2[CH:12]=[CH:11][C:10]([C@H:13]([NH:14][S@@:15]([C:17]([CH3:20])([CH3:19])[CH3:18])=[O:16])[CH3:21])=[N:9]2)=[CH:4][CH:3]=1. The catalyst class is: 2. (2) Reactant: C(OC([N:8]1[CH2:11][CH:10]([C:12]2[CH:13]=[N:14][CH:15]=[C:16]([N:18]3[C:26](=[O:27])[C:25]4[C:20](=[CH:21][C:22]([Cl:28])=[CH:23][CH:24]=4)[C:19]3([CH3:30])[CH3:29])[CH:17]=2)[CH2:9]1)=O)(C)(C)C.C(Cl)(C)=O.[CH2:35]([S:37](Cl)(=[O:39])=[O:38])[CH3:36]. Product: [Cl:28][C:22]1[CH:21]=[C:20]2[C:25](=[CH:24][CH:23]=1)[C:26](=[O:27])[N:18]([C:16]1[CH:15]=[N:14][CH:13]=[C:12]([CH:10]3[CH2:9][N:8]([S:37]([CH2:35][CH3:36])(=[O:39])=[O:38])[CH2:11]3)[CH:17]=1)[C:19]2([CH3:29])[CH3:30]. The catalyst class is: 100.